Dataset: Forward reaction prediction with 1.9M reactions from USPTO patents (1976-2016). Task: Predict the product of the given reaction. Given the reactants [C:1]([CH2:6][C:7]([O:9][CH2:10][CH3:11])=[O:8])(=[O:5])[CH:2]([CH3:4])[CH3:3].CO[CH:14](OC)[N:15]([CH3:17])[CH3:16], predict the reaction product. The product is: [CH2:10]([O:9][C:7](=[O:8])[C:6](=[CH:14][N:15]([CH3:17])[CH3:16])[C:1](=[O:5])[CH:2]([CH3:4])[CH3:3])[CH3:11].